Dataset: Reaction yield outcomes from USPTO patents with 853,638 reactions. Task: Predict the reaction yield, written as a fraction of the theoretical maximum amount of product (1.0 means a 100% yield; for example, 0.34 means a 34% yield). (1) The reactants are [CH3:1][O:2][C:3]1[CH:4]=[C:5]2[C:10](=[CH:11][C:12]=1[O:13][CH3:14])[N:9]=[CH:8][CH:7]=[C:6]2[O:15][C:16]1[C:21]([F:22])=[CH:20][CH:19]=[CH:18][C:17]=1[CH:23]([OH:26])[CH2:24][CH3:25].O. The catalyst is CS(C)=O. The product is [CH3:1][O:2][C:3]1[CH:4]=[C:5]2[C:10](=[CH:11][C:12]=1[O:13][CH3:14])[N:9]=[CH:8][CH:7]=[C:6]2[O:15][C:16]1[C:21]([F:22])=[CH:20][CH:19]=[CH:18][C:17]=1[C:23](=[O:26])[CH2:24][CH3:25]. The yield is 0.0100. (2) The reactants are CCN(C(C)C)C(C)C.Cl.Cl.[NH2:12][C@H:13]1[CH:18]2[CH2:19][CH2:20][N:15]([CH2:16][CH2:17]2)[CH2:14]1.[I:21][C:22]1[CH:30]=[CH:29][C:25]([C:26](Cl)=[O:27])=[CH:24][CH:23]=1.[OH-].[Na+]. The catalyst is CN(C=O)C. The product is [I:21][C:22]1[CH:30]=[CH:29][C:25]([C:26]([NH:12][C@H:13]2[CH:18]3[CH2:19][CH2:20][N:15]([CH2:16][CH2:17]3)[CH2:14]2)=[O:27])=[CH:24][CH:23]=1. The yield is 0.640. (3) The reactants are Br[C:2]1[C:11]2[C:6](=[CH:7][CH:8]=[CH:9][CH:10]=2)[N:5]=[CH:4][CH:3]=1.C(O)C.[C:15]1(B(O)O)[CH:20]=[CH:19][CH:18]=[CH:17][CH:16]=1.C([O-])([O-])=O.[K+].[K+]. The catalyst is [NH4+].[Cl-].C(Cl)Cl.C1C=CC([P]([Pd]([P](C2C=CC=CC=2)(C2C=CC=CC=2)C2C=CC=CC=2)([P](C2C=CC=CC=2)(C2C=CC=CC=2)C2C=CC=CC=2)[P](C2C=CC=CC=2)(C2C=CC=CC=2)C2C=CC=CC=2)(C2C=CC=CC=2)C2C=CC=CC=2)=CC=1.C1(C)C=CC=CC=1.O. The product is [C:15]1([C:2]2[C:11]3[C:6](=[CH:7][CH:8]=[CH:9][CH:10]=3)[N:5]=[CH:4][CH:3]=2)[CH:20]=[CH:19][CH:18]=[CH:17][CH:16]=1. The yield is 0.800. (4) The reactants are CC([CH:5]1[CH2:10][CH:9]([C:11]([NH:13][CH2:14][C:15]2[CH:20]=[CH:19][C:18]([Cl:21])=[CH:17][C:16]=2[Cl:22])=[O:12])[CH2:8][CH2:7][N:6]1C([O-])=O)(C)C.FC(F)(F)C(O)=O. The catalyst is C(Cl)Cl. The product is [Cl:22][C:16]1[CH:17]=[C:18]([Cl:21])[CH:19]=[CH:20][C:15]=1[CH2:14][NH:13][C:11]([CH:9]1[CH2:10][CH2:5][NH:6][CH2:7][CH2:8]1)=[O:12]. The yield is 0.660. (5) The reactants are CS(O[C@H:6]([CH3:16])[CH2:7][C:8]1[CH:13]=[C:12]([F:14])[CH:11]=[CH:10][C:9]=1[CH3:15])(=O)=O.[N-:17]=[N+:18]=[N-:19].[Na+].O. The catalyst is CN(C=O)C. The product is [N:17]([C@@H:6]([CH3:16])[CH2:7][C:8]1[CH:13]=[C:12]([F:14])[CH:11]=[CH:10][C:9]=1[CH3:15])=[N+:18]=[N-:19]. The yield is 0.300. (6) The reactants are [NH2:1][OH:2].[CH2:3]([N:10]1[CH:15]2[CH2:16][CH2:17][CH:11]1[CH2:12][C:13](=O)[CH2:14]2)[C:4]1[CH:9]=[CH:8][CH:7]=[CH:6][CH:5]=1. The catalyst is C(O)C. The product is [CH2:3]([N:10]1[CH:15]2[CH2:16][CH2:17][CH:11]1[CH2:12][C:13](=[N:1][OH:2])[CH2:14]2)[C:4]1[CH:9]=[CH:8][CH:7]=[CH:6][CH:5]=1. The yield is 0.900. (7) The reactants are C1C(=O)N(Br)C(=O)C1.[Cl:9][C:10]1[CH:15]=[CH:14][CH:13]=[C:12]([F:16])[C:11]=1[CH:17]1[N:22]2[N:23]=[CH:24][N:25]=[C:21]2[NH:20][C:19]([C:26]2[CH:31]=[CH:30][C:29]([Cl:32])=[CH:28][CH:27]=2)=[CH:18]1.C([O-])(O)=O.[Na+]. The catalyst is C(O)(C)C. The product is [Cl:9][C:10]1[CH:15]=[CH:14][CH:13]=[C:12]([F:16])[C:11]=1[C:17]1[N:22]2[N:23]=[CH:24][N:25]=[C:21]2[N:20]=[C:19]([C:26]2[CH:31]=[CH:30][C:29]([Cl:32])=[CH:28][CH:27]=2)[CH:18]=1. The yield is 0.420.